Dataset: Full USPTO retrosynthesis dataset with 1.9M reactions from patents (1976-2016). Task: Predict the reactants needed to synthesize the given product. (1) Given the product [Br:1][C:2]1[N:6]([CH2:23][C:24]([O:26][C:27]([CH3:30])([CH3:29])[CH3:28])=[O:25])[C:5]2[CH:7]=[C:8]([C:10]([O:12][CH3:13])=[O:11])[S:9][C:4]=2[C:3]=1[CH:14]1[CH2:19][CH2:18][CH2:17][CH2:16][CH2:15]1, predict the reactants needed to synthesize it. The reactants are: [Br:1][C:2]1[NH:6][C:5]2[CH:7]=[C:8]([C:10]([O:12][CH3:13])=[O:11])[S:9][C:4]=2[C:3]=1[CH:14]1[CH2:19][CH2:18][CH2:17][CH2:16][CH2:15]1.[H-].[Na+].Br[CH2:23][C:24]([O:26][C:27]([CH3:30])([CH3:29])[CH3:28])=[O:25]. (2) Given the product [C:6]1([C@@H:3]([OH:5])[CH3:4])[CH:11]=[CH:10][CH:9]=[CH:8][CH:7]=1, predict the reactants needed to synthesize it. The reactants are: [OH-].[K+].[C:3]([C:6]1[CH:11]=[CH:10][CH:9]=[CH:8][CH:7]=1)(=[O:5])[CH3:4].Cl. (3) Given the product [CH3:1][O:2][C:3](=[O:26])[CH2:4][CH2:5][CH:6]([O:8][C:9]1[C:10]([F:25])=[CH:11][C:12]([C:28]2[CH:33]=[CH:32][CH:31]=[C:30]([O:34][CH:35]3[CH2:38][CH2:37][CH2:36]3)[N:29]=2)=[CH:13][C:14]=1[F:15])[CH3:7], predict the reactants needed to synthesize it. The reactants are: [CH3:1][O:2][C:3](=[O:26])[CH2:4][CH2:5][CH:6]([O:8][C:9]1[C:14]([F:15])=[CH:13][C:12](B2OC(C)(C)C(C)(C)O2)=[CH:11][C:10]=1[F:25])[CH3:7].Cl[C:28]1[CH:33]=[CH:32][CH:31]=[C:30]([O:34][CH:35]2[CH2:38][CH2:37][CH2:36]2)[N:29]=1.C([O-])([O-])=O.[Na+].[Na+].N#N. (4) Given the product [F:13][C:14]([F:27])([F:26])[C:2]1[CH:7]=[CH:6][C:5]([CH2:8][CH2:9][CH2:10][NH:11][CH3:12])=[CH:4][CH:3]=1, predict the reactants needed to synthesize it. The reactants are: Cl[C:2]1[CH:7]=[CH:6][C:5]([CH2:8][CH2:9][CH2:10][NH:11][CH3:12])=[CH:4][CH:3]=1.[F:13][C:14]([F:27])([F:26])C1C=CC(CCC(O)=O)=CC=1. (5) Given the product [CH:1]1([N:5]2[CH2:11][CH2:10][C:9]3[S:12][C:13]([C:15]4[CH:23]=[CH:22][C:18]([C:19]([NH2:24])=[O:20])=[CH:17][CH:16]=4)=[N:14][C:8]=3[CH2:7][CH2:6]2)[CH2:2][CH2:3][CH2:4]1, predict the reactants needed to synthesize it. The reactants are: [CH:1]1([N:5]2[CH2:11][CH2:10][C:9]3[S:12][C:13]([C:15]4[CH:23]=[CH:22][C:18]([C:19](O)=[O:20])=[CH:17][CH:16]=4)=[N:14][C:8]=3[CH2:7][CH2:6]2)[CH2:4][CH2:3][CH2:2]1.[NH3:24].